Dataset: Forward reaction prediction with 1.9M reactions from USPTO patents (1976-2016). Task: Predict the product of the given reaction. (1) Given the reactants [CH2:1]([O:3][CH:4]([O:6][CH:7]([CH:10]([O:23][CH3:24])[C:11]1[CH:16]=[CH:15][C:14]([N:17]2[CH2:22][CH2:21][O:20][CH2:19][CH2:18]2)=[CH:13][CH:12]=1)[C:8]#[N:9])[CH3:5])[CH3:2].[NH2:25][OH:26].Cl.C([O-])(O)=O.[Na+], predict the reaction product. The product is: [CH2:1]([O:3][CH:4]([O:6][CH:7]([CH:10]([O:23][CH3:24])[C:11]1[CH:16]=[CH:15][C:14]([N:17]2[CH2:18][CH2:19][O:20][CH2:21][CH2:22]2)=[CH:13][CH:12]=1)/[C:8](=[N:25]/[OH:26])/[NH2:9])[CH3:5])[CH3:2]. (2) Given the reactants [CH3:1][N:2]([CH3:19])[CH:3]1C(=C)C(=O)NC2C=CC(OC)=CC=2C1=O.[F:20][C:21]1[CH:33]=[CH:32][C:24]2[NH:25][C:26](=[O:31])[CH2:27][CH2:28][C:29](=[O:30])[C:23]=2[CH:22]=1, predict the reaction product. The product is: [CH3:1][N:2]([CH:19]=[C:28]1[CH2:27][C:26](=[O:31])[NH:25][C:24]2[CH:32]=[CH:33][C:21]([F:20])=[CH:22][C:23]=2[C:29]1=[O:30])[CH3:3]. (3) Given the reactants [NH2:1][C:2]1[NH:3][C:4](=[O:12])[C:5]2[S:10][C:9](=[O:11])[NH:8][C:6]=2[N:7]=1.[C:13]([O:21][CH:22]([C@@H:24]1[CH2:28][C@@H:27]([N:29]=[N+:30]=[N-:31])[CH:26](OC)[O:25]1)[CH3:23])(=[O:20])[C:14]1[CH:19]=[CH:18][CH:17]=[CH:16][CH:15]=1.[Si](OS(C(F)(F)F)(=O)=O)(C)(C)C, predict the reaction product. The product is: [C:13]([O:21][CH:22]([C@@H:24]1[CH2:28][C@@H:27]([N:29]=[N+:30]=[N-:31])[C@H:26]([N:8]2[C:6]3[N:7]=[C:2]([NH2:1])[NH:3][C:4](=[O:12])[C:5]=3[S:10][C:9]2=[O:11])[O:25]1)[CH3:23])(=[O:20])[C:14]1[CH:19]=[CH:18][CH:17]=[CH:16][CH:15]=1. (4) Given the reactants [Na].[CH2:2]([O:4][C:5]([C@@H:7]1[CH2:11][CH2:10][CH2:9][C@@H:8]1[C:12]1[C:20]2[C:15](=[CH:16][CH:17]=[C:18]([C:21]#[N:22])[CH:19]=2)[NH:14][CH:13]=1)=[O:6])C, predict the reaction product. The product is: [CH3:2][O:4][C:5]([C@@H:7]1[CH2:11][CH2:10][CH2:9][C@H:8]1[C:12]1[C:20]2[C:15](=[CH:16][CH:17]=[C:18]([C:21]#[N:22])[CH:19]=2)[NH:14][CH:13]=1)=[O:6].